This data is from Forward reaction prediction with 1.9M reactions from USPTO patents (1976-2016). The task is: Predict the product of the given reaction. Given the reactants CC(C)([S@]([NH:6][C@@:7]([C:18]1[CH:23]=[C:22]([N+:24]([O-:26])=[O:25])[CH:21]=[CH:20][C:19]=1[F:27])([CH2:16][CH3:17])[CH2:8][C:9]([O:11]C(C)(C)C)=[O:10])=O)C, predict the reaction product. The product is: [NH2:6][C@@:7]([C:18]1[CH:23]=[C:22]([N+:24]([O-:26])=[O:25])[CH:21]=[CH:20][C:19]=1[F:27])([CH2:16][CH3:17])[CH2:8][C:9]([OH:11])=[O:10].